This data is from Full USPTO retrosynthesis dataset with 1.9M reactions from patents (1976-2016). The task is: Predict the reactants needed to synthesize the given product. Given the product [OH:1][CH2:2][C@H:3]1[O:7][C:6]([CH3:8])([CH3:9])[N:5]([C:10]([O:12][C:13]([CH3:15])([CH3:16])[CH3:14])=[O:11])[C@H:4]1[CH2:17][C:18]1[CH:19]=[CH:20][N:21]=[C:22]([CH3:24])[CH:23]=1, predict the reactants needed to synthesize it. The reactants are: [OH:1][CH2:2][C@H:3]1[O:7][C:6]([CH3:9])([CH3:8])[N:5]([C:10]([O:12][C:13]([CH3:16])([CH3:15])[CH3:14])=[O:11])[C@H:4]1[CH2:17][C:18]1[CH:23]=[CH:22][N:21]=[CH:20][CH:19]=1.[CH3:24]C([Si](Cl)(C)C)(C)C.N1C=CN=C1.